This data is from Full USPTO retrosynthesis dataset with 1.9M reactions from patents (1976-2016). The task is: Predict the reactants needed to synthesize the given product. (1) Given the product [C:14]12([C:24]3[CH:25]=[C:26]([C:33]4[CH:34]=[CH:35][C:36]([CH:37]=[C:44]5[S:43][C:42](=[O:50])[NH:46][C:45]5=[O:47])=[CH:39][CH:40]=4)[CH:27]=[C:28]4[O:32][CH2:31][O:30][C:29]=34)[CH2:23][CH:18]3[CH2:17][CH:16]([CH2:22][CH:20]([CH2:19]3)[CH2:21]1)[CH2:15]2, predict the reactants needed to synthesize it. The reactants are: C1(C)C=CC=CC=1.N1CCCCC1.[C:14]12([C:24]3[CH:25]=[C:26]([C:33]4[CH:40]=[CH:39][C:36]([CH:37]=O)=[CH:35][CH:34]=4)[CH:27]=[C:28]4[O:32][CH2:31][O:30][C:29]=34)[CH2:23][CH:18]3[CH2:19][CH:20]([CH2:22][CH:16]([CH2:17]3)[CH2:15]1)[CH2:21]2.S=[C:42]1[NH:46][C:45](=[O:47])[CH2:44][S:43]1.C(O)(=[O:50])C. (2) Given the product [Cl:1][C:2]1[CH:7]=[CH:6][C:5]([CH2:8][C:9]([NH:11][N:12]2[N:21]=[C:20]([S:22]([C:25]3[CH:26]=[CH:27][N:28]=[CH:29][CH:30]=3)(=[O:23])=[O:24])[C:19]3[C:14](=[CH:15][CH:16]=[CH:17][CH:18]=3)[C:13]2=[O:32])=[O:10])=[CH:4][CH:3]=1, predict the reactants needed to synthesize it. The reactants are: [Cl:1][C:2]1[CH:7]=[CH:6][C:5]([CH2:8][C:9]([NH:11][N:12]2[N:21]=[C:20]([S:22]([C:25]3[CH:30]=[CH:29][N+:28]([O-])=[CH:27][CH:26]=3)(=[O:24])=[O:23])[C:19]3[C:14](=[CH:15][CH:16]=[CH:17][CH:18]=3)[C:13]2=[O:32])=[O:10])=[CH:4][CH:3]=1.